From a dataset of Reaction yield outcomes from USPTO patents with 853,638 reactions. Predict the reaction yield, written as a fraction of the theoretical maximum amount of product (1.0 means a 100% yield; for example, 0.34 means a 34% yield). (1) The reactants are [C:1]([O:5][CH:6]([C:11]1[CH:16]=[C:15]([N+:17]([O-:19])=[O:18])[C:14](F)=[CH:13][C:12]=1[Cl:21])[C:7]([O:9][CH3:10])=[O:8])([CH3:4])([CH3:3])[CH3:2].[NH3:22]. The catalyst is CO. The product is [NH2:22][C:14]1[C:15]([N+:17]([O-:19])=[O:18])=[CH:16][C:11]([CH:6]([O:5][C:1]([CH3:4])([CH3:3])[CH3:2])[C:7]([O:9][CH3:10])=[O:8])=[C:12]([Cl:21])[CH:13]=1. The yield is 0.500. (2) The reactants are [F:1][C:2]1[CH:3]=[C:4]([CH:13]=[CH:14][C:15]=1[CH2:16][CH2:17][N+:18]([O-:20])=O)[O:5][CH2:6][C:7]1[CH:12]=[CH:11][CH:10]=[CH:9][N:8]=1.C[O-].[Li+].[C:24]([C:26]1[C:27]([NH2:33])=[N:28][C:29]([NH2:32])=[CH:30][CH:31]=1)#[CH:25].C(N(CC)CC)C. The catalyst is [Ti](Cl)(Cl)(Cl)Cl.O.O1CCCC1.C(OCC)(=O)C.CO. The product is [F:1][C:2]1[CH:3]=[C:4]([O:5][CH2:6][C:7]2[CH:12]=[CH:11][CH:10]=[CH:9][N:8]=2)[CH:13]=[CH:14][C:15]=1[CH2:16][C:17]1[CH:25]=[C:24]([C:26]2[C:27]([NH2:33])=[N:28][C:29]([NH2:32])=[CH:30][CH:31]=2)[O:20][N:18]=1. The yield is 0.0172.